Dataset: Forward reaction prediction with 1.9M reactions from USPTO patents (1976-2016). Task: Predict the product of the given reaction. (1) The product is: [C:1]([O:9][CH2:10][C@@:11]1([F:26])[O:12][C@H:13]2[N:18]3[CH:23]=[CH:22][C:21](=[O:24])[N:20]=[C:19]3[O:17][CH:14]2[C@@H:15]1[OH:16])(=[O:8])[C:2]1[CH:3]=[CH:4][CH:5]=[CH:6][CH:7]=1. Given the reactants [C:1]([O:9][CH2:10][C@:11]1([F:26])[C@@H:15]([OH:16])[C@@H:14]([OH:17])[C@H:13]([N:18]2[CH:23]=[CH:22][C:21](=[O:24])[NH:20][C:19]2=O)[O:12]1)(=[O:8])[C:2]1[CH:7]=[CH:6][CH:5]=[CH:4][CH:3]=1.C1(OC(=O)OC2C=CC=CC=2)C=CC=CC=1.C(=O)(O)[O-].[Na+].CCOC(C)=O, predict the reaction product. (2) Given the reactants [Cl:1][C:2]1[CH:7]=[CH:6][C:5]([C:8]2[C:14]3[C:15]([CH3:19])=[C:16]([CH3:18])[S:17][C:13]=3[C:12]3[C:20]([CH3:23])=[N:21][O:22][C:11]=3[C@H:10]([CH2:24][C:25]([NH:27][CH2:28][CH3:29])=[O:26])[N:9]=2)=[CH:4][CH:3]=1.ClC1C=CC(C2C3C(C)=C(C)SC=3C3C(C)=NOC=3[C@@H](CC(O)=O)N=2)=CC=1, predict the reaction product. The product is: [Cl:1][C:2]1[CH:3]=[CH:4][C:5]([C:8]2[C:14]3[C:15]([CH3:19])=[C:16]([CH3:18])[S:17][C:13]=3[C:12]3[C:20]([CH3:23])=[N:21][O:22][C:11]=3[C@@H:10]([CH2:24][C:25]([NH:27][CH2:28][CH3:29])=[O:26])[N:9]=2)=[CH:6][CH:7]=1. (3) Given the reactants [CH3:1][O:2][N:3]1[CH2:8][CH2:7][CH:6]([CH:9]=O)[CH2:5][CH2:4]1.[C-:11]#[N:12].[K+].[NH4+:14].[Cl-], predict the reaction product. The product is: [NH2:14][CH:9]([CH:6]1[CH2:7][CH2:8][N:3]([O:2][CH3:1])[CH2:4][CH2:5]1)[C:11]#[N:12]. (4) Given the reactants Cl[CH2:2][C:3]1[CH:28]=[CH:27][C:6]([O:7][CH2:8][C:9]2[N:10]=[C:11]([C:15]3[CH:20]=[CH:19][C:18]([CH2:21][C:22]([O:24][CH2:25][CH3:26])=[O:23])=[CH:17][CH:16]=3)[O:12][C:13]=2[CH3:14])=[C:5]([O:29][CH3:30])[CH:4]=1.[CH2:31]([C:33]1[S:34][CH:35]=[C:36](/[CH:38]=[CH:39]/[C:40]2[C:41]([OH:52])=[N:42][N:43]([C:45]3[CH:50]=[CH:49][CH:48]=[CH:47][C:46]=3[CH3:51])[CH:44]=2)[N:37]=1)[CH3:32].C(=O)([O-])[O-].[K+].[K+].CN(C)C=O, predict the reaction product. The product is: [CH2:31]([C:33]1[S:34][CH:35]=[C:36](/[CH:38]=[CH:39]/[C:40]2[C:41]([O:52][CH2:2][C:3]3[CH:28]=[CH:27][C:6]([O:7][CH2:8][C:9]4[N:10]=[C:11]([C:15]5[CH:20]=[CH:19][C:18]([CH2:21][C:22]([O:24][CH2:25][CH3:26])=[O:23])=[CH:17][CH:16]=5)[O:12][C:13]=4[CH3:14])=[C:5]([O:29][CH3:30])[CH:4]=3)=[N:42][N:43]([C:45]3[CH:50]=[CH:49][CH:48]=[CH:47][C:46]=3[CH3:51])[CH:44]=2)[N:37]=1)[CH3:32]. (5) Given the reactants [CH3:1][O:2][C:3]1[CH:26]=[C:25]([CH2:27][N:28]2[CH2:33][CH2:32][O:31][CH2:30][CH2:29]2)[CH:24]=[CH:23][C:4]=1[O:5][CH2:6][CH2:7][CH2:8][CH2:9][CH2:10][O:11][C:12]1[C:21]2[C:16](=[CH:17][C:18]([Cl:22])=[CH:19][CH:20]=2)[N:15]=[CH:14][CH:13]=1.[ClH:34], predict the reaction product. The product is: [ClH:22].[ClH:34].[CH3:1][O:2][C:3]1[CH:26]=[C:25]([CH2:27][N:28]2[CH2:33][CH2:32][O:31][CH2:30][CH2:29]2)[CH:24]=[CH:23][C:4]=1[O:5][CH2:6][CH2:7][CH2:8][CH2:9][CH2:10][O:11][C:12]1[C:21]2[C:16](=[CH:17][C:18]([Cl:22])=[CH:19][CH:20]=2)[N:15]=[CH:14][CH:13]=1. (6) Given the reactants C(OC([CH:6]1[CH2:11][CH2:10][N:9]([CH2:12][C:13]2[CH:18]=[CH:17][C:16]([C@@H:19]3[O:28][C:23]4=[N:24][CH:25]=[CH:26][CH:27]=[C:22]4[O:21][CH2:20]3)=[CH:15][CH:14]=2)[CH2:8][CH2:7]1)=O)C.C(OC([N:36]1CCCNCC1)=O)(C)(C)C.N1(CC2C=CC([C@@H]3OC4=NC=CC=C4OC3)=CC=2)CCNCC1, predict the reaction product. The product is: [N:9]1([CH2:12][C:13]2[CH:14]=[CH:15][C:16]([C@@H:19]3[O:28][C:23]4=[N:24][CH:25]=[CH:26][CH:27]=[C:22]4[O:21][CH2:20]3)=[CH:17][CH:18]=2)[CH2:8][CH2:7][CH2:6][NH:36][CH2:11][CH2:10]1. (7) Given the reactants [C:1]([O:5][C:6](=[O:18])[NH:7][C:8]1([C:11]2[CH:16]=[CH:15][C:14](I)=[CH:13][N:12]=2)[CH2:10][CH2:9]1)([CH3:4])([CH3:3])[CH3:2].CO[C:21]1[CH:26]=[CH:25][CH:24](B(O)O)[C:23](=[C:30]=[O:31])[CH:22]=1.[O-]P([O-])([O-])=O.[K+].[K+].[K+].C[CH2:41][OH:42], predict the reaction product. The product is: [CH3:41][O:42][C:30](=[O:31])[C:23]1[CH:22]=[CH:21][C:26]([C:14]2[CH:13]=[N:12][C:11]([C:8]3([NH:7][C:6]([O:5][C:1]([CH3:4])([CH3:3])[CH3:2])=[O:18])[CH2:10][CH2:9]3)=[CH:16][CH:15]=2)=[CH:25][CH:24]=1. (8) Given the reactants [Cl:1][CH2:2][CH:3]=O.[Br:5][C:6]1[C:11]([CH2:12][CH3:13])=[C:10]([Cl:14])[N:9]=[N:8][C:7]=1[NH2:15].CCOC1C=CC(N)=CC=1, predict the reaction product. The product is: [Br:5][C:6]1[C:7]2[N:8]([CH:2]=[CH:3][N:15]=2)[N:9]=[C:10]([Cl:14])[C:11]=1[CH2:12][CH3:13].[ClH:1]. (9) The product is: [CH3:40][O:39][C:37]([N:6]1[CH2:5][CH2:4][N:3]([C:9]2[CH:14]=[CH:13][C:12]([N:15]3[CH2:19][C@H:18]([CH2:20][O:21][C:22]4[CH:26]=[CH:25][O:24][N:23]=4)[O:17][C:16]3=[O:27])=[CH:11][C:10]=2[F:28])[CH2:8][CH2:7]1)=[O:38]. Given the reactants Cl.Cl.[N:3]1([C:9]2[CH:14]=[CH:13][C:12]([N:15]3[CH2:19][C@H:18]([CH2:20][O:21][C:22]4[CH:26]=[CH:25][O:24][N:23]=4)[O:17][C:16]3=[O:27])=[CH:11][C:10]=2[F:28])[CH2:8][CH2:7][NH:6][CH2:5][CH2:4]1.C(N(CC)CC)C.Cl[C:37]([O:39][CH3:40])=[O:38], predict the reaction product.